This data is from Forward reaction prediction with 1.9M reactions from USPTO patents (1976-2016). The task is: Predict the product of the given reaction. (1) Given the reactants [H-].C([Al+]CC(C)C)C(C)C.[C:11]([O:15][C:16]([N:18]1[C@@H:23]([C@@H:24]([O:50][CH2:51][C:52]2[CH:57]=[CH:56][CH:55]=[CH:54][CH:53]=2)[C@@H:25]([N:35]([CH2:43][C:44]2[CH:49]=[CH:48][CH:47]=[CH:46][CH:45]=2)[CH2:36][C:37]2[CH:42]=[CH:41][CH:40]=[CH:39][CH:38]=2)[CH2:26][C:27]2[CH:32]=[C:31]([F:33])[CH:30]=[C:29]([F:34])[CH:28]=2)[CH2:22][O:21][C:20](=[O:58])[CH2:19]1)=[O:17])([CH3:14])([CH3:13])[CH3:12].C1(C)C=CC=CC=1.C(C(C(C([O-])=O)O)O)([O-])=O.[Na+].[K+], predict the reaction product. The product is: [C:11]([O:15][C:16]([N:18]1[CH:23]([C@@H:24]([O:50][CH2:51][C:52]2[CH:57]=[CH:56][CH:55]=[CH:54][CH:53]=2)[C@@H:25]([N:35]([CH2:36][C:37]2[CH:38]=[CH:39][CH:40]=[CH:41][CH:42]=2)[CH2:43][C:44]2[CH:45]=[CH:46][CH:47]=[CH:48][CH:49]=2)[CH2:26][C:27]2[CH:32]=[C:31]([F:33])[CH:30]=[C:29]([F:34])[CH:28]=2)[CH2:22][O:21][C@@H:20]([OH:58])[CH2:19]1)=[O:17])([CH3:14])([CH3:12])[CH3:13]. (2) Given the reactants [F:1][C:2]1[CH:3]=[C:4]([C:8]2[O:9][C:10]3[C:15]([C:16](=[O:18])[CH:17]=2)=[C:14]([O:19]C)[CH:13]=[C:12]([O:21]C)[C:11]=3[C@@H:23]2[CH2:27][CH2:26][N:25]([CH3:28])[C@H:24]2[CH2:29][OH:30])[CH:5]=[CH:6][CH:7]=1.Cl.N1C=CC=CC=1, predict the reaction product. The product is: [F:1][C:2]1[CH:3]=[C:4]([C:8]2[O:9][C:10]3[C:15]([C:16](=[O:18])[CH:17]=2)=[C:14]([OH:19])[CH:13]=[C:12]([OH:21])[C:11]=3[C@@H:23]2[CH2:27][CH2:26][N:25]([CH3:28])[C@H:24]2[CH2:29][OH:30])[CH:5]=[CH:6][CH:7]=1. (3) Given the reactants [CH2:1]1[C:10]2[C:5](=[CH:6][CH:7]=[CH:8][CH:9]=2)[CH2:4][CH2:3][N:2]1[CH2:11][CH2:12][CH2:13][CH2:14][O:15][C:16]1[N:25]=[C:24]2[C:19]([CH:20]=[CH:21][C:22](=[O:26])[NH:23]2)=[CH:18][CH:17]=1.[F:27][C:28]([F:40])([F:39])C1C=CC=C2C=1CNCC2, predict the reaction product. The product is: [F:27][C:28]([F:40])([F:39])[C:9]1[CH:8]=[CH:7][CH:6]=[C:5]2[C:10]=1[CH2:1][N:2]([CH2:11][CH2:12][CH2:13][CH2:14][O:15][C:16]1[N:25]=[C:24]3[C:19]([CH:20]=[CH:21][C:22](=[O:26])[NH:23]3)=[CH:18][CH:17]=1)[CH2:3][CH2:4]2. (4) Given the reactants [CH2:1]([O:8][C:9]1[CH:16]=[C:15]([NH:17][NH2:18])[CH:14]=[CH:13][C:10]=1[C:11]#[N:12])[C:2]1[CH:7]=[CH:6][CH:5]=[CH:4][CH:3]=1.[CH:19]1([CH:24]=[C:25]2[CH2:34][CH2:33][C:32]3[CH:31]=[C:30]([C:35]([O:37][CH3:38])=[O:36])[CH:29]=[CH:28][C:27]=3[C:26]2=O)[CH2:23][CH2:22][CH2:21][CH2:20]1, predict the reaction product. The product is: [CH2:1]([O:8][C:9]1[CH:16]=[C:15]([N:17]2[CH:24]([CH:19]3[CH2:20][CH2:21][CH2:22][CH2:23]3)[CH:25]3[C:26]([C:27]4[CH:28]=[CH:29][C:30]([C:35]([O:37][CH3:38])=[O:36])=[CH:31][C:32]=4[CH2:33][CH2:34]3)=[N:18]2)[CH:14]=[CH:13][C:10]=1[C:11]#[N:12])[C:2]1[CH:3]=[CH:4][CH:5]=[CH:6][CH:7]=1. (5) Given the reactants [OH:1][C:2]1[CH:7]=[CH:6][C:5]([CH2:8][CH2:9][N:10]2[C:18]3[C:13](=[CH:14][CH:15]=[CH:16][C:17]=3[O:19][C@@H:20]3[O:46][C@H:45]([CH2:47][O:48][C:49](=[O:54])[C:50]([CH3:53])([CH3:52])[CH3:51])[C@@H:37]([O:38][C:39](=[O:44])[C:40]([CH3:43])([CH3:42])[CH3:41])[C@H:29]([O:30][C:31](=[O:36])[C:32]([CH3:35])([CH3:34])[CH3:33])[C@H:21]3[O:22][C:23](=[O:28])[C:24]([CH3:27])([CH3:26])[CH3:25])[CH:12]=[CH:11]2)=[CH:4][CH:3]=1.[C:55](=O)([O-])[O-].[Cs+].[Cs+].CI, predict the reaction product. The product is: [CH3:55][O:1][C:2]1[CH:7]=[CH:6][C:5]([CH2:8][CH2:9][N:10]2[C:18]3[C:13](=[CH:14][CH:15]=[CH:16][C:17]=3[O:19][C@@H:20]3[O:46][C@H:45]([CH2:47][O:48][C:49](=[O:54])[C:50]([CH3:53])([CH3:52])[CH3:51])[C@@H:37]([O:38][C:39](=[O:44])[C:40]([CH3:41])([CH3:42])[CH3:43])[C@H:29]([O:30][C:31](=[O:36])[C:32]([CH3:33])([CH3:34])[CH3:35])[C@H:21]3[O:22][C:23](=[O:28])[C:24]([CH3:26])([CH3:27])[CH3:25])[CH:12]=[CH:11]2)=[CH:4][CH:3]=1.